Dataset: Full USPTO retrosynthesis dataset with 1.9M reactions from patents (1976-2016). Task: Predict the reactants needed to synthesize the given product. (1) Given the product [CH3:1][C:2]1[CH:3]=[C:4]([CH2:23][OH:24])[S:5][C:6]=1[C:7]1[S:8][C:9]([C:12]2[S:13][C:14]([C:17]3[S:18][CH:19]=[CH:20][C:21]=3[CH3:22])=[CH:15][CH:16]=2)=[CH:10][CH:11]=1, predict the reactants needed to synthesize it. The reactants are: [CH3:1][C:2]1[CH:3]=[C:4]([CH:23]=[O:24])[S:5][C:6]=1[C:7]1[S:8][C:9]([C:12]2[S:13][C:14]([C:17]3[S:18][CH:19]=[CH:20][C:21]=3[CH3:22])=[CH:15][CH:16]=2)=[CH:10][CH:11]=1.[BH4-].[Na+]. (2) The reactants are: Cl.[N:2]1([C@H:8]2[CH2:13][CH2:12][C@H:11]([C:14]([OH:16])=O)[CH2:10][CH2:9]2)[CH2:7][CH2:6][CH2:5][CH2:4][CH2:3]1.Cl.Cl.[Cl:19][C:20]1[N:25]=[C:24]2[N:26]([CH2:29][C:30]3[CH:35]=[CH:34][CH:33]=[C:32]([O:36][CH2:37][CH3:38])[CH:31]=3)[N:27]=[CH:28][C:23]2=[C:22]([N:39]2[CH2:44][CH2:43][NH:42][CH2:41][CH2:40]2)[N:21]=1.ON1C2C=CC=CC=2N=N1.Cl.C(N=C=NCCCN(C)C)C. Given the product [Cl:19][C:20]1[N:25]=[C:24]2[N:26]([CH2:29][C:30]3[CH:35]=[CH:34][CH:33]=[C:32]([O:36][CH2:37][CH3:38])[CH:31]=3)[N:27]=[CH:28][C:23]2=[C:22]([N:39]2[CH2:40][CH2:41][N:42]([C:14]([C@H:11]3[CH2:10][CH2:9][C@H:8]([N:2]4[CH2:3][CH2:4][CH2:5][CH2:6][CH2:7]4)[CH2:13][CH2:12]3)=[O:16])[CH2:43][CH2:44]2)[N:21]=1, predict the reactants needed to synthesize it. (3) Given the product [C:1]1([C:7]2[O:11][N:10]=[CH:9][C:8]=2[CH2:12][CH2:13][C:14]([O:16][CH3:22])=[O:15])[CH:2]=[CH:3][CH:4]=[CH:5][CH:6]=1, predict the reactants needed to synthesize it. The reactants are: [C:1]1([C:7]2[O:11][N:10]=[CH:9][C:8]=2[CH2:12][CH2:13][C:14]([OH:16])=[O:15])[CH:6]=[CH:5][CH:4]=[CH:3][CH:2]=1.S(=O)(=O)(O)O.[CH3:22]O. (4) Given the product [CH3:1][O:2][CH2:3][NH:4][C:5]([C:7]1[CH:8]=[C:9]2[C:14](=[CH:15][CH:16]=1)[N:13]=[CH:12][N:11]=[C:10]2[NH:22][C:21]1[CH:23]=[CH:24][C:25]([O:26][CH2:27][C:28]2[CH:33]=[CH:32][CH:31]=[CH:30][N:29]=2)=[C:19]([Cl:18])[CH:20]=1)=[O:6], predict the reactants needed to synthesize it. The reactants are: [CH3:1][O:2][CH2:3][NH:4][C:5]([C:7]1[CH:8]=[C:9]2[C:14](=[CH:15][CH:16]=1)[N:13]=[CH:12][N:11]=[C:10]2Cl)=[O:6].[Cl:18][C:19]1[CH:20]=[C:21]([CH:23]=[CH:24][C:25]=1[O:26][CH2:27][C:28]1[CH:33]=[CH:32][CH:31]=[CH:30][N:29]=1)[NH2:22]. (5) Given the product [F:35][C:23]([F:36])([C:24]1([OH:34])[CH2:29][C:28]([CH3:31])([CH3:30])[CH2:27][C:26]([CH3:33])([CH3:32])[CH2:25]1)[C:22]([N:18]1[CH2:19][CH2:20][CH2:21][C@H:17]1[C:14]1[O:13][C:12]([CH2:11][O:10][C:38]2[CH:43]=[CH:42][CH:41]=[CH:40][CH:39]=2)=[N:16][N:15]=1)=[O:37], predict the reactants needed to synthesize it. The reactants are: CN(C=O)C.CS([O:10][CH2:11][C:12]1[O:13][C:14]([C@@H:17]2[CH2:21][CH2:20][CH2:19][N:18]2[C:22](=[O:37])[C:23]([F:36])([F:35])[C:24]2([OH:34])[CH2:29][C:28]([CH3:31])([CH3:30])[CH2:27][C:26]([CH3:33])([CH3:32])[CH2:25]2)=[N:15][N:16]=1)(=O)=O.[C:38]1(O)[CH:43]=[CH:42][CH:41]=[CH:40][CH:39]=1.C([O-])([O-])=O.[K+].[K+]. (6) Given the product [CH2:1]([N:8]([CH2:9][C@@H:10]([C:12]1[CH:13]=[CH:14][C:15]([O:21][CH2:22][C:23]2[CH:24]=[CH:25][CH:26]=[CH:27][CH:28]=2)=[C:16]([NH:18][CH:19]=[O:20])[CH:17]=1)[OH:11])[CH2:29][CH2:30][CH2:31][CH2:32][CH2:33][CH2:34][O:35][CH2:36][CH2:37][C:38]#[C:39][C:41]1[CH:42]=[C:43]([S:47]([NH2:50])(=[O:49])=[O:48])[CH:44]=[CH:45][CH:46]=1)[C:2]1[CH:7]=[CH:6][CH:5]=[CH:4][CH:3]=1, predict the reactants needed to synthesize it. The reactants are: [CH2:1]([N:8]([CH2:29][CH2:30][CH2:31][CH2:32][CH2:33][CH2:34][O:35][CH2:36][CH2:37][C:38]#[CH:39])[CH2:9][C@@H:10]([C:12]1[CH:13]=[CH:14][C:15]([O:21][CH2:22][C:23]2[CH:28]=[CH:27][CH:26]=[CH:25][CH:24]=2)=[C:16]([NH:18][CH:19]=[O:20])[CH:17]=1)[OH:11])[C:2]1[CH:7]=[CH:6][CH:5]=[CH:4][CH:3]=1.I[C:41]1[CH:42]=[C:43]([S:47]([NH2:50])(=[O:49])=[O:48])[CH:44]=[CH:45][CH:46]=1. (7) Given the product [F:1][C:2]1[CH:7]=[CH:6][C:5]([N:8]2[CH2:13][CH2:12][N:11]([C:14](=[O:24])[CH2:15][C@@H:16]([OH:20])[C:17]([NH:25][OH:26])=[O:18])[CH2:10][CH2:9]2)=[CH:4][CH:3]=1, predict the reactants needed to synthesize it. The reactants are: [F:1][C:2]1[CH:7]=[CH:6][C:5]([N:8]2[CH2:13][CH2:12][N:11]([C:14](=[O:24])[CH2:15][C@H:16]3[O:20]C(C)(C)[O:18][C:17]3=O)[CH2:10][CH2:9]2)=[CH:4][CH:3]=1.[NH2:25][OH:26]. (8) Given the product [Cl:1][C:2]1[N:3]=[C:4]([CH3:10])[C:5]2[NH:9][C:18](=[O:19])[CH:13]3[CH2:14][O:15][CH2:16][CH2:17][N:12]3[C:6]=2[N:7]=1, predict the reactants needed to synthesize it. The reactants are: [Cl:1][C:2]1[N:7]=[C:6](Cl)[C:5]([NH2:9])=[C:4]([CH3:10])[N:3]=1.Cl.[NH:12]1[CH2:17][CH2:16][O:15][CH2:14][CH:13]1[C:18](O)=[O:19].CCN(C(C)C)C(C)C.